This data is from Reaction yield outcomes from USPTO patents with 853,638 reactions. The task is: Predict the reaction yield, written as a fraction of the theoretical maximum amount of product (1.0 means a 100% yield; for example, 0.34 means a 34% yield). The reactants are Br[C:2]1[CH:7]=[CH:6][C:5]([N:8]2[CH:12]=[C:11]([C:13]([OH:16])([CH3:15])[CH3:14])[N:10]=[C:9]2[C:17]([C:20]2[CH:25]=[CH:24][CH:23]=[CH:22][C:21]=2[F:26])([CH3:19])[CH3:18])=[CH:4][CH:3]=1.COCCOC.[F:33][C:34]1[CH:39]=[C:38](B2OC(C)(C)C(C)(C)O2)[CH:37]=[C:36]([S:49]([CH3:52])(=[O:51])=[O:50])[C:35]=1[CH2:53][OH:54].C(=O)([O-])[O-].[K+].[K+]. The catalyst is CCOC(C)=O.C1C=CC([PH+]([C]2[CH][CH][CH][CH]2)C2C=CC=CC=2)=CC=1.C1C=CC([PH+]([C]2[CH][CH][CH][CH]2)C2C=CC=CC=2)=CC=1.C(Cl)Cl.Cl[Pd]Cl.[Fe].O. The product is [F:33][C:34]1[CH:39]=[C:38]([C:2]2[CH:3]=[CH:4][C:5]([N:8]3[CH:12]=[C:11]([C:13]([OH:16])([CH3:15])[CH3:14])[N:10]=[C:9]3[C:17]([C:20]3[CH:25]=[CH:24][CH:23]=[CH:22][C:21]=3[F:26])([CH3:19])[CH3:18])=[CH:6][CH:7]=2)[CH:37]=[C:36]([S:49]([CH3:52])(=[O:51])=[O:50])[C:35]=1[CH2:53][OH:54]. The yield is 0.200.